From a dataset of Forward reaction prediction with 1.9M reactions from USPTO patents (1976-2016). Predict the product of the given reaction. (1) Given the reactants [CH3:1][O:2][C:3]1[CH:20]=[CH:19][C:6]([C:7]([NH:9][C:10]2[CH:15]=[CH:14][C:13]([N+:16]([O-:18])=[O:17])=[CH:12][CH:11]=2)=O)=[CH:5][CH:4]=1.COC1C=CC(P2(SP(C3C=CC(OC)=CC=3)(=S)S2)=[S:30])=CC=1, predict the reaction product. The product is: [CH3:1][O:2][C:3]1[CH:20]=[CH:19][C:6]([C:7]([NH:9][C:10]2[CH:15]=[CH:14][C:13]([N+:16]([O-:18])=[O:17])=[CH:12][CH:11]=2)=[S:30])=[CH:5][CH:4]=1. (2) Given the reactants [CH3:1][O:2][C:3](=[O:5])[CH3:4].C([O-])(O)=O.[Na+].[CH3:11][N:12]1[C:16]([SH:17])=[N:15][N:14]=[N:13]1.C[O:19][C:20](C)([CH3:22])[CH3:21].CN1[CH2:29][CH2:28][CH2:27][C:26]1=[O:30], predict the reaction product. The product is: [CH3:1][O:2][C:3](=[O:5])[CH2:4][C@H:26]1[CH2:27][C@@H:28]([CH2:29][S:17][C:16]2[N:12]([CH3:11])[N:13]=[N:14][N:15]=2)[O:19][C:20]([CH3:22])([CH3:21])[O:30]1. (3) Given the reactants [OH:1][CH2:2][C:3]([C@H:5]([C@@H:7]([C@@H:9]([CH2:11][OH:12])[OH:10])O)O)=O.CN1[C:18](=[O:19])[CH2:17]CC1.C(OC(=O)C)(=O)C, predict the reaction product. The product is: [C:18]([O:12][CH2:11][C:9]1[O:10][C:3]([CH:2]=[O:1])=[CH:5][CH:7]=1)(=[O:19])[CH3:17]. (4) Given the reactants [Cl:1][C:2]1[C:3]([F:31])=[C:4]([CH:8]2[C:12]([C:15]3[CH:20]=[CH:19][C:18]([Cl:21])=[CH:17][C:16]=3[F:22])([C:13]#[N:14])[CH:11]([CH2:23][C:24]([CH3:27])([CH3:26])[CH3:25])[NH:10][CH:9]2[C:28](O)=[O:29])[CH:5]=[CH:6][CH:7]=1.[NH2:32][C:33]1[CH:37]=[CH:36][S:35][C:34]=1[C:38]([NH2:40])=[O:39].CN(C(ON1N=NC2C=CC=NC1=2)=[N+](C)C)C.F[P-](F)(F)(F)(F)F.CCN(C(C)C)C(C)C, predict the reaction product. The product is: [C:38]([C:34]1[S:35][CH:36]=[CH:37][C:33]=1[NH:32][C:28]([CH:9]1[CH:8]([C:4]2[CH:5]=[CH:6][CH:7]=[C:2]([Cl:1])[C:3]=2[F:31])[C:12]([C:15]2[CH:20]=[CH:19][C:18]([Cl:21])=[CH:17][C:16]=2[F:22])([C:13]#[N:14])[CH:11]([CH2:23][C:24]([CH3:27])([CH3:25])[CH3:26])[NH:10]1)=[O:29])(=[O:39])[NH2:40]. (5) Given the reactants [CH2:1]([C:7]1[S:8][CH:9]=[CH:10][CH:11]=1)[CH2:2][CH2:3][CH2:4][CH2:5][CH3:6].[Li]CCCC.[CH3:17][Sn:18](Cl)([CH3:20])[CH3:19], predict the reaction product. The product is: [CH2:1]([C:7]1[S:8][C:9]([Sn:18]([CH3:20])([CH3:19])[CH3:17])=[CH:10][CH:11]=1)[CH2:2][CH2:3][CH2:4][CH2:5][CH3:6]. (6) Given the reactants [C:1]([C:3]1[C:11]2[C:10]([O:12][C@H:13]3[CH2:16][C@H:15]([NH:17][C:18](=[O:21])[CH:19]=[CH2:20])[CH2:14]3)=[N:9][C:8]([NH:22][C:23]3[CH:24]=[N:25][N:26]([CH3:28])[CH:27]=3)=[N:7][C:6]=2[N:5](COCC[Si](C)(C)C)[CH:4]=1)#[N:2].C(O)(C(F)(F)F)=O.O, predict the reaction product. The product is: [C:1]([C:3]1[C:11]2[C:10]([O:12][CH:13]3[CH2:16][CH:15]([NH:17][C:18](=[O:21])[CH:19]=[CH2:20])[CH2:14]3)=[N:9][C:8]([NH:22][C:23]3[CH:24]=[N:25][N:26]([CH3:28])[CH:27]=3)=[N:7][C:6]=2[NH:5][CH:4]=1)#[N:2].